Dataset: Forward reaction prediction with 1.9M reactions from USPTO patents (1976-2016). Task: Predict the product of the given reaction. (1) Given the reactants [CH3:1][C:2]1[CH:3]=[C:4]([Mg]Br)[CH:5]=[CH:6][CH:7]=1.C1COCC1.[CH3:15][S:16]SC, predict the reaction product. The product is: [CH3:1][C:2]1[CH:7]=[CH:6][CH:5]=[C:4]([S:16][CH3:15])[CH:3]=1. (2) Given the reactants [F:1][C:2]1[CH:31]=[CH:30][C:5]([CH2:6][N:7]2[C:11](=[O:12])[N:10]([C:13]3[CH:17]=[C:16]([C:18]([OH:20])=O)[N:15]([CH2:21][C:22]4[CH:27]=[CH:26][C:25]([O:28][CH3:29])=[CH:24][CH:23]=4)[N:14]=3)[CH:9]=[N:8]2)=[CH:4][CH:3]=1.ON1C2C=CC=CC=2N=N1.F[B-](F)(F)F.N1(OC(N(C)C)=[N+](C)C)C2C=CC=CC=2N=N1.C(N(CC)C(C)C)(C)C.[N:73]1[CH:78]=[CH:77][CH:76]=[C:75]([CH2:79][NH2:80])[CH:74]=1, predict the reaction product. The product is: [F:1][C:2]1[CH:3]=[CH:4][C:5]([CH2:6][N:7]2[C:11](=[O:12])[N:10]([C:13]3[CH:17]=[C:16]([C:18]([NH:80][CH2:79][C:75]4[CH:74]=[N:73][CH:78]=[CH:77][CH:76]=4)=[O:20])[N:15]([CH2:21][C:22]4[CH:27]=[CH:26][C:25]([O:28][CH3:29])=[CH:24][CH:23]=4)[N:14]=3)[CH:9]=[N:8]2)=[CH:30][CH:31]=1.